Task: Binary Classification. Given a drug SMILES string, predict its activity (active/inactive) in a high-throughput screening assay against a specified biological target.. Dataset: Orexin1 receptor HTS with 218,158 compounds and 233 confirmed actives (1) The compound is Clc1ccc(n2c(SCc3c(F)cccc3F)nc3[nH]ncc3c2=O)cc1. The result is 0 (inactive). (2) The molecule is Clc1cc(SCc2noc(c2C(O)=O)C(=O)NCC=C)ccc1. The result is 0 (inactive). (3) The molecule is S=C(NCc1cccnc1)NC(=O)c1cc(OCC)ccc1. The result is 0 (inactive). (4) The drug is S1C=2N(C(C(=C(N2)C)C(OC)=O)c2cc(OCC)c(OC(=O)C)cc2)C(=O)CC1. The result is 0 (inactive). (5) The molecule is O=C(NN\C=C1/C=C([N+]([O-])=O)C=CC1=O)Cn1nc2c(n1)cccc2. The result is 0 (inactive). (6) The drug is S(=O)(=O)(NCc1ccccc1)c1c(OC)ccc(c1)/C=C\C(O)=O. The result is 0 (inactive). (7) The molecule is S(=O)(=O)(N1C(CCC1)C(=O)NC1CCCC1)c1c2ncccc2ccc1. The result is 0 (inactive). (8) The compound is S(c1c(C(=O)Nc2ccc(OCC)cc2)cccc1)C. The result is 0 (inactive).